From a dataset of Forward reaction prediction with 1.9M reactions from USPTO patents (1976-2016). Predict the product of the given reaction. (1) Given the reactants [CH:1]([N:4]1[C:8]([C:9]2[S:10][C:11]3[CH2:12][CH2:13][O:14][C:15]4[CH:22]=[C:21]([C:23](=O)[CH3:24])[CH:20]=[CH:19][C:16]=4[C:17]=3[N:18]=2)=[N:7][C:6]([CH3:26])=[N:5]1)([CH3:3])[CH3:2].C([O-])(=O)C.[NH4+].C([BH3-])#[N:33].[Na+].[OH-].[Na+], predict the reaction product. The product is: [CH:1]([N:4]1[C:8]([C:9]2[S:10][C:11]3[CH2:12][CH2:13][O:14][C:15]4[CH:22]=[C:21]([CH:23]([NH2:33])[CH3:24])[CH:20]=[CH:19][C:16]=4[C:17]=3[N:18]=2)=[N:7][C:6]([CH3:26])=[N:5]1)([CH3:3])[CH3:2]. (2) The product is: [CH2:26]([C:18]1[O:19][C:20]2[CH:25]=[CH:24][CH:23]=[CH:22][C:21]=2[C:17]=1/[CH:16]=[N:15]/[O:14][CH2:13][CH2:12][CH2:11][O:10][C:7]1[CH:8]=[CH:9][C:4]([C:3]([OH:43])=[O:2])=[C:5]([NH:30][C:31](=[O:42])[C:32]2[CH:33]=[CH:34][C:35]([C:38]([CH3:39])([CH3:41])[CH3:40])=[CH:36][CH:37]=2)[CH:6]=1)[CH2:27][CH2:28][CH3:29]. Given the reactants C[O:2][C:3](=[O:43])[C:4]1[CH:9]=[CH:8][C:7]([O:10][CH2:11][CH2:12][CH2:13][O:14]/[N:15]=[CH:16]/[C:17]2[C:21]3[CH:22]=[CH:23][CH:24]=[CH:25][C:20]=3[O:19][C:18]=2[CH2:26][CH2:27][CH2:28][CH3:29])=[CH:6][C:5]=1[NH:30][C:31](=[O:42])[C:32]1[CH:37]=[CH:36][C:35]([C:38]([CH3:41])([CH3:40])[CH3:39])=[CH:34][CH:33]=1.[OH-].[Na+], predict the reaction product. (3) The product is: [CH2:1]([C@@H:3]1[C@@:8]([CH3:9])([OH:10])[C@H:7]([OH:11])[CH2:6][C@H:5]([C:12]2[CH:17]=[CH:16][N:15]=[CH:14][C:13]=2[N+:18]([O-:20])=[O:19])[O:4]1)[CH3:2]. Given the reactants [CH2:1]([C@@H:3]1[C@:8]([OH:10])([CH3:9])[C:7](=[O:11])[CH2:6][C@@H:5]([C:12]2[CH:17]=[CH:16][N:15]=[CH:14][C:13]=2[N+:18]([O-:20])=[O:19])[O:4]1)[CH3:2].[BH4-].[Na+], predict the reaction product. (4) Given the reactants Br[C:2]1[CH:3]=[C:4]([C:8]([N:11]2[CH2:16][CH2:15][O:14][CH2:13][CH2:12]2)([CH3:10])[CH3:9])[CH:5]=[CH:6][CH:7]=1.[C:17](=[NH:30])([C:24]1[CH:29]=[CH:28][CH:27]=[CH:26][CH:25]=1)[C:18]1[CH:23]=[CH:22][CH:21]=[CH:20][CH:19]=1.CC(C)([O-])C.[Na+], predict the reaction product. The product is: [C:17](=[N:30][C:2]1[CH:7]=[CH:6][CH:5]=[C:4]([C:8]([CH3:10])([N:11]2[CH2:16][CH2:15][O:14][CH2:13][CH2:12]2)[CH3:9])[CH:3]=1)([C:24]1[CH:25]=[CH:26][CH:27]=[CH:28][CH:29]=1)[C:18]1[CH:23]=[CH:22][CH:21]=[CH:20][CH:19]=1. (5) Given the reactants [CH2:1]([N:3]([CH2:10][CH2:11][OH:12])[C:4]1[CH:9]=[CH:8][CH:7]=[CH:6][CH:5]=1)[CH3:2].C(N(CC)CC)C.[C:20](Cl)(=[O:22])[CH3:21].O, predict the reaction product. The product is: [C:20]([O:12][CH2:11][CH2:10][N:3]([CH2:1][CH3:2])[C:4]1[CH:5]=[CH:6][CH:7]=[CH:8][CH:9]=1)(=[O:22])[CH3:21].